Predict the reaction yield, written as a fraction of the theoretical maximum amount of product (1.0 means a 100% yield; for example, 0.34 means a 34% yield). From a dataset of Reaction yield outcomes from USPTO patents with 853,638 reactions. (1) The reactants are [H-].[Na+].[F:3][C:4]1[CH:9]=[CH:8][CH:7]=[CH:6][C:5]=1[CH2:10][OH:11].Cl[C:13]1[CH:20]=[CH:19][C:16]([C:17]#[N:18])=[CH:15][N:14]=1.[Cl-].[NH4+].CC(C[AlH]CC(C)C)C.Cl.C(=O)(O)[O-].[Na+].[CH3:38][C:39]([S@:42](N)=[O:43])([CH3:41])[CH3:40]. The catalyst is CN(C=O)C.S([O-])([O-])(=O)=O.[Cu+2].CO.ClCCl. The product is [F:3][C:4]1[CH:9]=[CH:8][CH:7]=[CH:6][C:5]=1[CH2:10][O:11][C:13]1[N:14]=[CH:15][C:16](/[CH:17]=[N:18]/[S@@:42]([C:39]([CH3:41])([CH3:40])[CH3:38])=[O:43])=[CH:19][CH:20]=1. The yield is 0.0300. (2) The reactants are [H-].[Na+].[F:3][C:4]([F:18])([F:17])[C:5]1[N:10]=[CH:9][C:8](/[CH:11]=[CH:12]/[C:13]([O:15][CH3:16])=[O:14])=[CH:7][CH:6]=1.CO.[CH2:21](Cl)Cl. The catalyst is CS(C)=O. The product is [F:18][C:4]([F:17])([F:3])[C:5]1[N:10]=[CH:9][C:8]([C@@H:11]2[CH2:21][C@H:12]2[C:13]([O:15][CH3:16])=[O:14])=[CH:7][CH:6]=1. The yield is 0.100. (3) No catalyst specified. The yield is 0.418. The product is [NH2:32][C:29]1[CH:28]=[CH:27][C:26]([CH:10]2[CH:9]([C:6]3[CH:5]=[CH:4][C:3]([O:2][CH3:1])=[CH:8][CH:7]=3)[N:12]([C:13]3[CH:18]=[C:17]([O:19][CH3:20])[C:16]([O:21][CH3:22])=[C:15]([O:23][CH3:24])[CH:14]=3)[C:11]2=[O:25])=[CH:31][CH:30]=1. The reactants are [CH3:1][O:2][C:3]1[CH:8]=[CH:7][C:6]([CH:9]2[N:12]([C:13]3[CH:18]=[C:17]([O:19][CH3:20])[C:16]([O:21][CH3:22])=[C:15]([O:23][CH3:24])[CH:14]=3)[C:11](=[O:25])[CH:10]2[C:26]2[CH:31]=[CH:30][C:29]([N+:32]([O-])=O)=[CH:28][CH:27]=2)=[CH:5][CH:4]=1.[Na+].[Cl-]. (4) The reactants are [CH3:1][C:2]1([CH3:28])[CH2:7][CH2:6][C:5]([C:8]2[CH:13]=[C:12]([C:14](O)([CH3:16])[CH3:15])[CH:11]=[CH:10][C:9]=2[NH:18][C:19]([C:21]2[NH:22][CH:23]=[C:24]([C:26]#[N:27])[N:25]=2)=[O:20])=[CH:4][CH2:3]1.[CH3:29][S:30][CH2:31][CH2:32][NH2:33]. The catalyst is CO.C(Cl)Cl. The product is [CH3:1][C:2]1([CH3:28])[CH2:7][CH2:6][C:5]([C:8]2[CH:13]=[C:12]([C:14]([CH3:16])([NH:33][CH2:32][CH2:31][S:30][CH3:29])[CH3:15])[CH:11]=[CH:10][C:9]=2[NH:18][C:19]([C:21]2[NH:22][CH:23]=[C:24]([C:26]#[N:27])[N:25]=2)=[O:20])=[CH:4][CH2:3]1. The yield is 0.500. (5) The reactants are C(OC(=O)[NH:5][C:6]1[S:7][C:8]2[C:14]([CH:15]3[CH2:20][O:19][CH2:18][CH2:17][O:16]3)=[CH:13][CH:12]=[C:11]([O:21][CH3:22])[C:9]=2[N:10]=1)C.[OH-].[K+]. The catalyst is O1CCOCC1.C(O)CO. The product is [O:16]1[CH2:17][CH2:18][O:19][CH2:20][CH:15]1[C:14]1[C:8]2[S:7][C:6]([NH2:5])=[N:10][C:9]=2[C:11]([O:21][CH3:22])=[CH:12][CH:13]=1. The yield is 0.840. (6) The reactants are [Br:1][CH2:2][CH2:3][CH2:4]Br.[C:6]([C:8]1[CH:13]=[CH:12][C:11]([OH:14])=[CH:10][CH:9]=1)#[N:7].C([O-])([O-])=O.[K+].[K+]. The catalyst is CC#N. The product is [Br:1][CH2:2][CH2:3][CH2:4][O:14][C:11]1[CH:12]=[CH:13][C:8]([C:6]#[N:7])=[CH:9][CH:10]=1. The yield is 0.690. (7) The reactants are Br[C:2]1[N:7]=[C:6]([C:8]([O:10][CH3:11])=[O:9])[CH:5]=[CH:4][C:3]=1[F:12].[F:13][C:14]1[CH:19]=[C:18]([O:20][CH:21]([CH3:23])[CH3:22])[CH:17]=[C:16]([F:24])[C:15]=1B1OC(C)(C)C(C)(C)O1. No catalyst specified. The product is [F:13][C:14]1[CH:19]=[C:18]([O:20][CH:21]([CH3:22])[CH3:23])[CH:17]=[C:16]([F:24])[C:15]=1[C:2]1[N:7]=[C:6]([C:8]([O:10][CH3:11])=[O:9])[CH:5]=[CH:4][C:3]=1[F:12]. The yield is 0.270.